Dataset: Reaction yield outcomes from USPTO patents with 853,638 reactions. Task: Predict the reaction yield, written as a fraction of the theoretical maximum amount of product (1.0 means a 100% yield; for example, 0.34 means a 34% yield). The reactants are [Br:1][C:2]1[C:6]2[CH:7]=[C:8]([O:11][CH3:12])[CH:9]=[CH:10][C:5]=2[O:4][C:3]=1[CH:13]([CH:15]1[CH2:20][CH2:19][CH2:18][CH2:17][CH2:16]1)O.S(Cl)([Cl:23])=O.C(=O)([O-])O.[Na+]. The catalyst is C1(C)C=CC=CC=1. The product is [Br:1][C:2]1[C:6]2[CH:7]=[C:8]([O:11][CH3:12])[CH:9]=[CH:10][C:5]=2[O:4][C:3]=1[CH:13]([Cl:23])[CH:15]1[CH2:20][CH2:19][CH2:18][CH2:17][CH2:16]1. The yield is 0.900.